This data is from Cav3 T-type calcium channel HTS with 100,875 compounds. The task is: Binary Classification. Given a drug SMILES string, predict its activity (active/inactive) in a high-throughput screening assay against a specified biological target. The result is 0 (inactive). The compound is O=C(NCC1(CCCC1)c1ccccc1)C(=O)NCC1(CCCC1)c1ccccc1.